This data is from Catalyst prediction with 721,799 reactions and 888 catalyst types from USPTO. The task is: Predict which catalyst facilitates the given reaction. (1) Reactant: [C:1]([O:5][C:6]([N:8]1[CH2:14][CH2:13][CH2:12][CH:11]([C:15]2[CH:16]=[N:17][C:18]([NH2:21])=[CH:19][CH:20]=2)[CH2:10][CH2:9]1)=[O:7])([CH3:4])([CH3:3])[CH3:2].[Br:22][C:23]1[C:35](=[O:36])[N:34]([CH:37]2[CH2:41][CH2:40][CH2:39][CH2:38]2)[C:26]2[N:27]=[C:28](S(C)=O)[N:29]=[CH:30][C:25]=2[C:24]=1[CH3:42].C1(=O)OC(=O)CC1. Product: [C:1]([O:5][C:6]([N:8]1[CH2:14][CH2:13][CH2:12][CH:11]([C:15]2[CH:16]=[N:17][C:18]([NH:21][C:28]3[N:29]=[CH:30][C:25]4[C:24]([CH3:42])=[C:23]([Br:22])[C:35](=[O:36])[N:34]([CH:37]5[CH2:38][CH2:39][CH2:40][CH2:41]5)[C:26]=4[N:27]=3)=[CH:19][CH:20]=2)[CH2:10][CH2:9]1)=[O:7])([CH3:4])([CH3:2])[CH3:3]. The catalyst class is: 133. (2) Reactant: C([O-])([O-])=O.[K+].[K+].Br[C:8]1[CH:13]=[CH:12][C:11]([C:14]2[C:34]([Cl:35])=[CH:33][C:17]3[NH:18][C:19]([O:21][C:22]4[CH:23]=[CH:24][C:25]([CH3:32])=[C:26]([CH:31]=4)[C:27]([O:29][CH3:30])=[O:28])=[N:20][C:16]=3[CH:15]=2)=[CH:10][CH:9]=1.[F:36][C:37]1[CH:38]=[C:39](B(O)O)[CH:40]=[CH:41][CH:42]=1. Product: [Cl:35][C:34]1[C:14]([C:11]2[CH:12]=[CH:13][C:8]([C:41]3[CH:40]=[CH:39][CH:38]=[C:37]([F:36])[CH:42]=3)=[CH:9][CH:10]=2)=[CH:15][C:16]2[N:20]=[C:19]([O:21][C:22]3[CH:23]=[CH:24][C:25]([CH3:32])=[C:26]([CH:31]=3)[C:27]([O:29][CH3:30])=[O:28])[NH:18][C:17]=2[CH:33]=1. The catalyst class is: 77.